This data is from Catalyst prediction with 721,799 reactions and 888 catalyst types from USPTO. The task is: Predict which catalyst facilitates the given reaction. Reactant: Cl.O.[NH2:3]N.C[N:6](C)[CH:7]=[C:8]([N:11]1[CH:15]=[C:14]([C:16]2[CH:21]=[CH:20][CH:19]=[CH:18][N:17]=2)[N:13]=[CH:12]1)[C:9]#[N:10].C([O-])([O-])=O.[K+].[K+]. Product: [N:17]1[CH:18]=[CH:19][CH:20]=[CH:21][C:16]=1[C:14]1[N:13]=[CH:12][N:11]([C:8]2[CH:7]=[N:6][NH:10][C:9]=2[NH2:3])[CH:15]=1. The catalyst class is: 14.